From a dataset of Catalyst prediction with 721,799 reactions and 888 catalyst types from USPTO. Predict which catalyst facilitates the given reaction. (1) Reactant: [Cl:1][C:2]1[C:3]([Cl:16])=[N:4][CH:5]=[C:6]([CH:15]=1)[C:7]([NH:9][CH2:10][C:11](=[O:14])[CH2:12][CH3:13])=O.O=P(Cl)(Cl)Cl.C([O-])(O)=O.[Na+]. Product: [Cl:16][C:3]1[C:2]([Cl:1])=[CH:15][C:6]([C:7]2[O:14][C:11]([CH2:12][CH3:13])=[CH:10][N:9]=2)=[CH:5][N:4]=1. The catalyst class is: 18. (2) Reactant: [H-].[H-].[H-].[H-].[Li+].[Al+3].[CH2:7]([O:25][C:26]1[CH:31]=[CH:30][C:29]([CH:32]([C:37](OC)=[O:38])[C:33](OC)=[O:34])=[CH:28][CH:27]=1)[CH2:8][CH2:9][CH2:10][CH2:11][CH2:12][CH2:13][CH2:14][CH2:15][CH2:16][CH2:17][CH2:18][CH2:19][CH2:20][CH2:21][CH2:22][CH2:23][CH3:24]. Product: [CH2:7]([O:25][C:26]1[CH:31]=[CH:30][C:29]([CH:32]([CH2:33][OH:34])[CH2:37][OH:38])=[CH:28][CH:27]=1)[CH2:8][CH2:9][CH2:10][CH2:11][CH2:12][CH2:13][CH2:14][CH2:15][CH2:16][CH2:17][CH2:18][CH2:19][CH2:20][CH2:21][CH2:22][CH2:23][CH3:24]. The catalyst class is: 1. (3) Reactant: [Cl:1][C:2]1[CH:9]=[C:8]([N:10]2[C:14](=N)[C:13]([CH3:17])([CH3:16])[N:12]([C:18]3[CH:23]=[CH:22][C:21]([OH:24])=[CH:20][CH:19]=3)[C:11]2=[S:25])[CH:7]=[CH:6][C:3]=1[C:4]#[N:5].Cl.C[OH:28]. Product: [Cl:1][C:2]1[CH:9]=[C:8]([N:10]2[C:14](=[O:28])[C:13]([CH3:16])([CH3:17])[N:12]([C:18]3[CH:19]=[CH:20][C:21]([OH:24])=[CH:22][CH:23]=3)[C:11]2=[S:25])[CH:7]=[CH:6][C:3]=1[C:4]#[N:5]. The catalyst class is: 6. (4) Reactant: Cl.[O:2]=[C:3]1[CH2:9][CH2:8][CH:7]([CH2:10][C:11]([OH:13])=[O:12])[C:6]2[CH:14]=[CH:15][CH:16]=[CH:17][C:5]=2[N:4]1[CH2:18][C:19](=[O:35])[NH:20][CH2:21][CH:22]1[CH2:27][CH2:26][CH:25]([NH:28][C:29]2[CH:34]=[CH:33][CH:32]=[CH:31][N:30]=2)[CH2:24][CH2:23]1.O1CCO[CH2:38][CH2:37]1. Product: [CH2:37]([O:12][C:11](=[O:13])[CH2:10][CH:7]1[C:6]2[CH:14]=[CH:15][CH:16]=[CH:17][C:5]=2[N:4]([CH2:18][C:19](=[O:35])[NH:20][CH2:21][CH:22]2[CH2:23][CH2:24][CH:25]([NH:28][C:29]3[CH:34]=[CH:33][CH:32]=[CH:31][N:30]=3)[CH2:26][CH2:27]2)[C:3](=[O:2])[CH2:9][CH2:8]1)[CH3:38]. The catalyst class is: 14. (5) Reactant: [Cl:1][C:2]1[CH:7]=[C:6]2[NH:8][C:9](=[O:32])[C:10]3([CH:15]([C:16]4[CH:21]=[CH:20][CH:19]=[C:18]([Cl:22])[CH:17]=4)[CH2:14][C:13](=O)[NH:12][CH:11]3[C:24]3[CH:29]=[CH:28][C:27]([F:30])=[CH:26][C:25]=3[F:31])[C:5]2=[CH:4][CH:3]=1.[BH4-].[Na+]. Product: [Cl:1][C:2]1[CH:7]=[C:6]2[NH:8][C:9](=[O:32])[C:10]3([CH:15]([C:16]4[CH:21]=[CH:20][CH:19]=[C:18]([Cl:22])[CH:17]=4)[CH2:14][CH2:13][NH:12][CH:11]3[C:24]3[CH:29]=[CH:28][C:27]([F:30])=[CH:26][C:25]=3[F:31])[C:5]2=[CH:4][CH:3]=1. The catalyst class is: 5. (6) Reactant: C(OC([N:8]1[C@H:12]([C:13](=[O:44])[NH:14][C@:15]2([C:20]([NH:22][S:23]([C:26]3[CH:31]=[CH:30][CH:29]=[CH:28][C:27]=3[NH:32][CH2:33][CH2:34][CH2:35][CH2:36][CH2:37][CH2:38][CH2:39][CH2:40][C:41]([OH:43])=[O:42])(=[O:25])=[O:24])=[O:21])[CH2:17][C@H:16]2[CH:18]=[CH2:19])[CH2:11][C@@H:10]([O:45][C:46]([N:48]2[CH2:56][C:55]3[C:50](=[CH:51][CH:52]=[CH:53][C:54]=3[F:57])[CH2:49]2)=[O:47])[CH2:9]1)=O)(C)(C)C.C(O)(C(F)(F)F)=O. Product: [C:41]([CH2:40][CH2:39][CH2:38][CH2:37][CH2:36][CH2:35][CH2:34][CH2:33][NH:32][C:27]1[CH:28]=[CH:29][CH:30]=[CH:31][C:26]=1[S:23]([NH:22][C:20]([C@@:15]1([NH:14][C:13]([C@H:12]2[NH:8][CH2:9][C@H:10]([O:45][C:46]([N:48]3[CH2:56][C:55]4[C:50](=[CH:51][CH:52]=[CH:53][C:54]=4[F:57])[CH2:49]3)=[O:47])[CH2:11]2)=[O:44])[CH2:17][C@H:16]1[CH:18]=[CH2:19])=[O:21])(=[O:25])=[O:24])([OH:43])=[O:42]. The catalyst class is: 2.